Dataset: Reaction yield outcomes from USPTO patents with 853,638 reactions. Task: Predict the reaction yield, written as a fraction of the theoretical maximum amount of product (1.0 means a 100% yield; for example, 0.34 means a 34% yield). The reactants are [Br:1][C:2]1[CH:3]=[CH:4][C:5]2[O:14][C:13]3[C:12](=[O:15])[NH:11][C:10]([CH:16]4[CH2:20][CH2:19][CH2:18][N:17]4C(OC(C)(C)C)=O)=[N:9][C:8]=3[C:6]=2[CH:7]=1. The catalyst is CO.Cl.O1CCOCC1. The product is [Br:1][C:2]1[CH:3]=[CH:4][C:5]2[O:14][C:13]3[C:12](=[O:15])[NH:11][C:10]([CH:16]4[CH2:20][CH2:19][CH2:18][NH:17]4)=[N:9][C:8]=3[C:6]=2[CH:7]=1. The yield is 0.670.